This data is from Forward reaction prediction with 1.9M reactions from USPTO patents (1976-2016). The task is: Predict the product of the given reaction. (1) Given the reactants [O:1]=[C:2]1[C:10]2[S:9][C:8]([NH:11][C:12](=[O:14])[CH3:13])=[N:7][C:6]=2[CH2:5][CH2:4][CH2:3]1.[Li+].C[Si]([N-][Si](C)(C)C)(C)C.N1([C:30]([CH:32]2[CH2:34][CH2:33]2)=[O:31])C=CN=C1.P([O-])([O-])([O-])=O, predict the reaction product. The product is: [CH:32]1([C:30]([CH:3]2[CH2:4][CH2:5][C:6]3[N:7]=[C:8]([NH:11][C:12](=[O:14])[CH3:13])[S:9][C:10]=3[C:2]2=[O:1])=[O:31])[CH2:34][CH2:33]1. (2) Given the reactants Br[C:2]1[CH:7]=[CH:6][N:5]=[CH:4][C:3]=1[N:8]([CH3:25])[C:9](=[O:24])[C:10]1[CH:15]=[C:14]([C:16]([F:19])([F:18])[F:17])[CH:13]=[C:12]([C:20]([F:23])([F:22])[F:21])[CH:11]=1.[CH3:26][C:27]1[S:28][C:29](B2OC(C)(C)C(C)(C)O2)=[C:30]([CH3:32])[N:31]=1.C([O-])([O-])=O.[K+].[K+].COC1C=CC=C(OC)C=1C1C=CC=CC=1P(C1CCCCC1)C1CCCCC1, predict the reaction product. The product is: [CH3:26][C:27]1[S:28][C:29]([C:2]2[CH:7]=[CH:6][N:5]=[CH:4][C:3]=2[N:8]([CH3:25])[C:9](=[O:24])[C:10]2[CH:15]=[C:14]([C:16]([F:19])([F:18])[F:17])[CH:13]=[C:12]([C:20]([F:23])([F:22])[F:21])[CH:11]=2)=[C:30]([CH3:32])[N:31]=1.